This data is from Reaction yield outcomes from USPTO patents with 853,638 reactions. The task is: Predict the reaction yield, written as a fraction of the theoretical maximum amount of product (1.0 means a 100% yield; for example, 0.34 means a 34% yield). The reactants are [NH2:1][C:2]1[CH:11]=[CH:10][CH:9]=[C:8]2[C:3]=1[C:4](=[O:21])[N:5]([CH:13]1[CH2:18][CH2:17][C:16](=[O:19])[NH:15][C:14]1=[O:20])[C:6]([CH3:12])=[N:7]2.[CH3:22][O:23][CH2:24][C:25](Cl)=[O:26]. The catalyst is O1CCCC1. The product is [O:20]=[C:14]1[CH:13]([N:5]2[C:4](=[O:21])[C:3]3[C:8](=[CH:9][CH:10]=[CH:11][C:2]=3[NH:1][C:25](=[O:26])[CH2:24][O:23][CH3:22])[N:7]=[C:6]2[CH3:12])[CH2:18][CH2:17][C:16](=[O:19])[NH:15]1. The yield is 0.350.